Dataset: Catalyst prediction with 721,799 reactions and 888 catalyst types from USPTO. Task: Predict which catalyst facilitates the given reaction. (1) Reactant: [Cl:1][C:2]1[CH:7]=[CH:6][CH:5]=[CH:4][C:3]=1[C:8](=O)[CH2:9][NH:10][C:11]([CH:13]1[O:18][CH2:17][CH2:16][N:15]([CH2:19][C:20]2[CH:25]=[CH:24][CH:23]=[CH:22][CH:21]=2)[CH2:14]1)=O.FC(F)(F)C([O-])=O.[NH4+:34]. Product: [Cl:1][C:2]1[CH:7]=[CH:6][CH:5]=[CH:4][C:3]=1[C:8]1[N:34]=[C:11]([CH:13]2[O:18][CH2:17][CH2:16][N:15]([CH2:19][C:20]3[CH:25]=[CH:24][CH:23]=[CH:22][CH:21]=3)[CH2:14]2)[NH:10][CH:9]=1. The catalyst class is: 6. (2) The catalyst class is: 212. Product: [Br:1][C:2]1[C:10]2[O:9][C:8]([NH:11][CH:12]3[CH2:17][CH2:16][N:15]([CH2:24][C:23]4[CH:26]=[C:27]([O:34][CH2:35][CH3:36])[C:28]([N:29]5[CH:33]=[CH:32][CH:31]=[CH:30]5)=[C:21]([O:20][CH2:18][CH3:19])[CH:22]=4)[CH2:14][CH2:13]3)=[N:7][C:6]=2[CH:5]=[CH:4][CH:3]=1. Reactant: [Br:1][C:2]1[C:10]2[O:9][C:8]([NH:11][CH:12]3[CH2:17][CH2:16][NH:15][CH2:14][CH2:13]3)=[N:7][C:6]=2[CH:5]=[CH:4][CH:3]=1.[CH2:18]([O:20][C:21]1[CH:22]=[C:23]([CH:26]=[C:27]([O:34][CH2:35][CH3:36])[C:28]=1[N:29]1[CH:33]=[CH:32][CH:31]=[CH:30]1)[CH:24]=O)[CH3:19].C([BH3-])#N.[Na+].C(N(C(C)C)C(C)C)C. (3) Reactant: C1(P(C2C=CC=CC=2)C2C=CC=CC=2)C=CC=CC=1.[C:20]([O:23][CH2:24][C:25]([NH:27][C:28]1[CH:33]=[CH:32][C:31]([C:34]([F:37])([F:36])[F:35])=[C:30]([C:38]#[N:39])[CH:29]=1)=O)(=[O:22])[CH3:21].C[Si]([N:44]=[N+:45]=[N-:46])(C)C. Product: [C:20]([O:23][CH2:24][C:25]1[N:27]([C:28]2[CH:33]=[CH:32][C:31]([C:34]([F:37])([F:36])[F:35])=[C:30]([C:38]#[N:39])[CH:29]=2)[N:46]=[N:45][N:44]=1)(=[O:22])[CH3:21]. The catalyst class is: 49. (4) Reactant: [CH3:1][O:2][C:3]1[CH:12]=[CH:11][C:6]2[C:7](=[O:10])[CH2:8][O:9][C:5]=2[CH:4]=1.C(N(CC)C(C)C)(C)C.[F:22][C:23]([F:36])([F:35])[S:24](O[S:24]([C:23]([F:36])([F:35])[F:22])(=[O:26])=[O:25])(=[O:26])=[O:25]. Product: [F:22][C:23]([F:36])([F:35])[S:24]([O:10][C:7]1[C:6]2[CH:11]=[CH:12][C:3]([O:2][CH3:1])=[CH:4][C:5]=2[O:9][CH:8]=1)(=[O:26])=[O:25]. The catalyst class is: 4. (5) Reactant: [O:1]=[C:2]([CH3:9])[CH2:3][C:4]([O:6][CH2:7][CH3:8])=[O:5].[C:10]([O:14][C:15]([CH3:18])([CH3:17])[CH3:16])(=[O:13])[CH:11]=[CH2:12]. Product: [C:2]([C:3]([C:4]([O:6][CH2:7][CH3:8])=[O:5])([CH2:12][CH2:11][C:10]([O:14][C:15]([CH3:18])([CH3:17])[CH3:16])=[O:13])[CH2:12][CH2:11][C:10]([O:14][C:15]([CH3:18])([CH3:17])[CH3:16])=[O:13])(=[O:1])[CH3:9]. The catalyst class is: 878. (6) Reactant: [Br:1][C:2]1[CH:7]=[CH:6][C:5]([OH:8])=[C:4]([F:9])[CH:3]=1.[C:10]1(B(O)O)[CH:15]=[CH:14][CH:13]=[CH:12][CH:11]=1.BrC1C=CC(OC2C=CC=CC=2)=C(Cl)C=1.CO[C@@H]1[C@@H](C(OC)=O)[C@@H]2[C@@H](CN3[C@H](C2)C2NC4C=C(OC)C=CC=4C=2CC3)C[C@H]1OC(C1C=C(OC)C(OC)=C(OC)C=1)=O. Product: [Br:1][C:2]1[CH:7]=[CH:6][C:5]([O:8][C:10]2[CH:15]=[CH:14][CH:13]=[CH:12][CH:11]=2)=[C:4]([F:9])[CH:3]=1. The catalyst class is: 10. (7) Reactant: [H-].[Al+3].[Li+].[H-].[H-].[H-].[CH2:7]([CH:12]1[CH2:17][CH2:16][C:15]([C:26]2[CH:31]=[CH:30][CH:29]=[C:28]([F:32])[C:27]=2[F:33])([C:18]2(C=O)[CH2:23][CH2:22][CH2:21][CH2:20][CH2:19]2)[CH2:14][CH2:13]1)[CH2:8][CH2:9][CH2:10][CH3:11].[C:34](OCC)(=[O:36])C.N. Product: [OH:36][CH2:34][CH:21]1[CH2:22][CH2:23][CH:18]([C:15]2([C:26]3[CH:31]=[CH:30][CH:29]=[C:28]([F:32])[C:27]=3[F:33])[CH2:16][CH2:17][CH:12]([CH2:7][CH2:8][CH2:9][CH2:10][CH3:11])[CH2:13][CH2:14]2)[CH2:19][CH2:20]1. The catalyst class is: 1.